Dataset: Forward reaction prediction with 1.9M reactions from USPTO patents (1976-2016). Task: Predict the product of the given reaction. (1) Given the reactants [Cl:1][C:2]1[C:7](N)=[C:6]([N+:9]([O-:11])=[O:10])[C:5]([F:12])=[C:4]([F:13])[CH:3]=1.N([O-])=O.[Na+].P(=O)(O)(O)O.O.[PH2]([O-])=O.[Na+], predict the reaction product. The product is: [Cl:1][C:2]1[CH:7]=[C:6]([N+:9]([O-:11])=[O:10])[C:5]([F:12])=[C:4]([F:13])[CH:3]=1. (2) Given the reactants [CH3:1][O:2][C:3]1[CH:4]=[N:5][C:6]([N:11]2[C:20](=[O:21])[C:19]3[C:14](=[CH:15][C:16]([C:22](O)=[O:23])=[CH:17][CH:18]=3)[NH:13][C:12]2=[S:25])=[N:7][C:8]=1[O:9][CH3:10].[N:26]1[CH:31]=[CH:30][C:29]([CH2:32][NH2:33])=[CH:28][CH:27]=1.CCN(C(C)C)C(C)C.CN(C(ON1N=NC2C=CC=NC1=2)=[N+](C)C)C.F[P-](F)(F)(F)(F)F, predict the reaction product. The product is: [CH3:10][O:9][C:8]1[C:3]([O:2][CH3:1])=[CH:4][N:5]=[C:6]([N:11]2[C:20](=[O:21])[C:19]3[C:14](=[CH:15][C:16]([C:22]([NH:33][CH2:32][C:29]4[CH:30]=[CH:31][N:26]=[CH:27][CH:28]=4)=[O:23])=[CH:17][CH:18]=3)[NH:13][C:12]2=[S:25])[N:7]=1. (3) Given the reactants C([O:3][C:4](=[O:20])[C@@H:5]([O:18][CH3:19])[CH2:6][C:7]1[CH:12]=[CH:11][C:10]([O:13][CH2:14][CH2:15][CH2:16]Br)=[CH:9][CH:8]=1)C.[OH:21][C:22]1[CH:27]=[CH:26][C:25]([NH:28][C:29](=[O:37])[C:30]2[CH:35]=[CH:34][CH:33]=[C:32]([CH3:36])[CH:31]=2)=[CH:24][CH:23]=1.[OH-].[Na+], predict the reaction product. The product is: [CH3:19][O:18][C@@H:5]([CH2:6][C:7]1[CH:8]=[CH:9][C:10]([O:13][CH2:14][CH2:15][CH2:16][O:21][C:22]2[CH:27]=[CH:26][C:25]([NH:28][C:29](=[O:37])[C:30]3[CH:35]=[CH:34][CH:33]=[C:32]([CH3:36])[CH:31]=3)=[CH:24][CH:23]=2)=[CH:11][CH:12]=1)[C:4]([OH:3])=[O:20]. (4) Given the reactants [Cl:1][C:2]1[CH:3]=[C:4]2[CH:10]=[CH:9][NH:8][C:5]2=[N:6][CH:7]=1.C1N2CN3CN(C2)CN1C3.C[C:22](O)=[O:23], predict the reaction product. The product is: [Cl:1][C:2]1[CH:3]=[C:4]2[C:10]([CH:22]=[O:23])=[CH:9][NH:8][C:5]2=[N:6][CH:7]=1. (5) Given the reactants [CH2:1]([O:8][C:9]1[CH:14]=[CH:13][C:12]([C@H:15]2[N:18]([C:19]3[CH:24]=[CH:23][C:22]([F:25])=[CH:21][CH:20]=3)[C:17](=[O:26])[C@@H:16]2[CH2:27][CH2:28][C:29]([C:31]2[CH:36]=[CH:35][C:34]([F:37])=[CH:33][CH:32]=2)=[O:30])=[CH:11][CH:10]=1)[C:2]1[CH:7]=[CH:6][CH:5]=[CH:4][CH:3]=1.B1(C)OC(C2C=CC=CC=2)(C2C=CC=CC=2)[C@@H]2N1CCC2.C1(C)C=CC=CC=1, predict the reaction product. The product is: [CH2:1]([O:8][C:9]1[CH:10]=[CH:11][C:12]([C@H:15]2[N:18]([C:19]3[CH:24]=[CH:23][C:22]([F:25])=[CH:21][CH:20]=3)[C:17](=[O:26])[C@@H:16]2[CH2:27][CH2:28][C@@H:29]([C:31]2[CH:36]=[CH:35][C:34]([F:37])=[CH:33][CH:32]=2)[OH:30])=[CH:13][CH:14]=1)[C:2]1[CH:3]=[CH:4][CH:5]=[CH:6][CH:7]=1. (6) The product is: [NH2:1][C:4]1[CH:5]=[C:6]([CH2:10][C:11]([NH:13][C:14]2[S:15][CH:16]=[C:17]([C:19]3[C:27]4[C:22](=[N:23][CH:24]=[CH:25][CH:26]=4)[NH:21][CH:20]=3)[N:18]=2)=[O:12])[CH:7]=[CH:8][CH:9]=1. Given the reactants [N+:1]([C:4]1[CH:5]=[C:6]([CH2:10][C:11]([NH:13][C:14]2[S:15][CH:16]=[C:17]([C:19]3[C:27]4[C:22](=[N:23][CH:24]=[CH:25][CH:26]=4)[NH:21][CH:20]=3)[N:18]=2)=[O:12])[CH:7]=[CH:8][CH:9]=1)([O-])=O.C([O-])=O.[NH4+], predict the reaction product.